This data is from Peptide-MHC class I binding affinity with 185,985 pairs from IEDB/IMGT. The task is: Regression. Given a peptide amino acid sequence and an MHC pseudo amino acid sequence, predict their binding affinity value. This is MHC class I binding data. (1) The peptide sequence is AMNLIANIF. The MHC is HLA-A30:02 with pseudo-sequence HLA-A30:02. The binding affinity (normalized) is 0. (2) The peptide sequence is MEFNSLLAI. The MHC is BoLA-D18.4 with pseudo-sequence BoLA-D18.4. The binding affinity (normalized) is 0.305. (3) The peptide sequence is FRSDHLTTF. The MHC is Mamu-B17 with pseudo-sequence Mamu-B17. The binding affinity (normalized) is 0.215. (4) The peptide sequence is LSISNKLNSI. The MHC is H-2-Db with pseudo-sequence H-2-Db. The binding affinity (normalized) is 0.454.